From a dataset of M1 muscarinic receptor antagonist screen with 61,756 compounds. Binary Classification. Given a drug SMILES string, predict its activity (active/inactive) in a high-throughput screening assay against a specified biological target. (1) The result is 0 (inactive). The compound is S1(=O)(=O)CC(N(C)C(=O)CSc2n(c3ccc(OC)cc3)cnn2)CC1. (2) The drug is s1cc(nc1NC(=O)C)c1cc(OC)ccc1. The result is 0 (inactive). (3) The molecule is S(=O)(=O)(N1CC(CCC1)C(=O)N1CCN(CC1)c1c(ccc(c1)C)C)c1c(onc1C)C. The result is 0 (inactive). (4) The compound is Fc1cc(C(=O)N2CCN(CC2)C(=O)c2cc(OC)cc(OC)c2)ccc1. The result is 0 (inactive). (5) The compound is Clc1ccc(C2N(C(=O)NC(=C2C(OCCOC)=O)C)C(=O)C)cc1. The result is 0 (inactive). (6) The molecule is S(CC(=O)N1CCC(CC1)C(=O)N)c1[nH]c(cc(=O)n1)C. The result is 0 (inactive). (7) The compound is S(=O)(=O)(NCCC)c1cc2CCCN(c2cc1)C(=O)C. The result is 0 (inactive). (8) The molecule is Fc1ccc(NC(=O)C=2C(n3[nH]c(nc3=NC2C)CCCO)c2c(OC)ccc(OC)c2)cc1. The result is 0 (inactive). (9) The molecule is S(c1n(OCC(OC)=O)c(=O)c2c(n1)cccc2)CC(OC)=O. The result is 0 (inactive). (10) The drug is O(c1cc2c(c(=O)n(cc2C(=O)NCC(OC)=O)CC)cc1OC)C. The result is 0 (inactive).